Dataset: Catalyst prediction with 721,799 reactions and 888 catalyst types from USPTO. Task: Predict which catalyst facilitates the given reaction. (1) The catalyst class is: 2. Product: [C:30]([O:29][C:27]([NH:2][CH:3]([C@H:9]([CH3:17])[CH2:10][CH:11]([CH3:16])[CH2:12][CH2:13][CH:14]=[CH2:15])[C:4]([O:6][CH2:7][CH3:8])=[O:5])=[O:28])([CH3:33])([CH3:32])[CH3:31]. Reactant: Cl.[NH2:2][CH:3]([C@H:9]([CH3:17])[CH2:10][CH:11]([CH3:16])[CH2:12][CH2:13][CH:14]=[CH2:15])[C:4]([O:6][CH2:7][CH3:8])=[O:5].C(N(CC)C(C)C)(C)C.[C:27](O[C:27]([O:29][C:30]([CH3:33])([CH3:32])[CH3:31])=[O:28])([O:29][C:30]([CH3:33])([CH3:32])[CH3:31])=[O:28]. (2) Reactant: Br[C:2]1[S:6][C:5]([C:7]([O:9][CH3:10])=[O:8])=[N:4][CH:3]=1.C([Sn](CCCC)(CCCC)[C:16]1[CH:17]=[N:18][CH:19]=[CH:20][CH:21]=1)CCC.N#N.O1C=CC=C1P(C1OC=CC=1)C1OC=CC=1. Product: [N:18]1[CH:19]=[CH:20][CH:21]=[C:16]([C:2]2[S:6][C:5]([C:7]([O:9][CH3:10])=[O:8])=[N:4][CH:3]=2)[CH:17]=1. The catalyst class is: 62.